This data is from Forward reaction prediction with 1.9M reactions from USPTO patents (1976-2016). The task is: Predict the product of the given reaction. Given the reactants O1C2(CCC(C3C4C(=CC=CC=4)NC=3)CC2)OCC1.[O:20]1[C:24]2([CH2:29][CH2:28][C:27]([C:30]3[C:38]4[C:33](=[CH:34][CH:35]=[CH:36][CH:37]=4)[NH:32][N:31]=3)=[CH:26][CH2:25]2)[O:23][CH2:22][CH2:21]1, predict the reaction product. The product is: [O:23]1[C:24]2([CH2:29][CH2:28][CH:27]([C:30]3[C:38]4[C:33](=[CH:34][CH:35]=[CH:36][CH:37]=4)[NH:32][N:31]=3)[CH2:26][CH2:25]2)[O:20][CH2:21][CH2:22]1.